From a dataset of Forward reaction prediction with 1.9M reactions from USPTO patents (1976-2016). Predict the product of the given reaction. (1) Given the reactants [H-].[Na+].Cl[C:4]1[CH:9]=[CH:8][C:7]([C:10]([F:13])([F:12])[F:11])=[CH:6][N:5]=1.[CH3:14][C:15]([C:17]1[CH:22]=[CH:21][C:20]([F:23])=[C:19]([Cl:24])[CH:18]=1)=O.[OH-:25].[Na+].Cl.[NH2:28]O, predict the reaction product. The product is: [Cl:24][C:19]1[CH:18]=[C:17]([C:15](=[N:28][OH:25])[CH2:14][C:4]2[CH:9]=[CH:8][C:7]([C:10]([F:13])([F:12])[F:11])=[CH:6][N:5]=2)[CH:22]=[CH:21][C:20]=1[F:23]. (2) Given the reactants [CH2:1]1[C:10]2[C:5](=[CH:6][CH:7]=[CH:8][CH:9]=2)[CH2:4][CH2:3][CH:2]1[C:11]([OH:13])=O.S(Cl)([Cl:16])=O, predict the reaction product. The product is: [CH2:1]1[C:10]2[C:5](=[CH:6][CH:7]=[CH:8][CH:9]=2)[CH2:4][CH2:3][CH:2]1[C:11]([Cl:16])=[O:13]. (3) Given the reactants [CH3:1][C:2]1[CH:7]=[CH:6][C:5]([C:8]2[N:13]=[C:12]3[CH:14]=[CH:15][NH:16][C:11]3=[CH:10][C:9]=2[C:17]2[CH:24]=[CH:23][C:20]([C:21]#[N:22])=[CH:19][CH:18]=2)=[CH:4][CH:3]=1.Br[CH2:26][CH2:27][CH2:28][NH:29][C:30](=[O:36])[O:31][C:32]([CH3:35])([CH3:34])[CH3:33], predict the reaction product. The product is: [C:21]([C:20]1[CH:23]=[CH:24][C:17]([C:9]2[CH:10]=[C:11]3[N:16]([CH2:26][CH2:27][CH2:28][NH:29][C:30](=[O:36])[O:31][C:32]([CH3:35])([CH3:34])[CH3:33])[CH:15]=[CH:14][C:12]3=[N:13][C:8]=2[C:5]2[CH:4]=[CH:3][C:2]([CH3:1])=[CH:7][CH:6]=2)=[CH:18][CH:19]=1)#[N:22]. (4) Given the reactants Br[C:2]1[C:10]2[O:9][C:8]([C:11]3[CH:16]4[CH2:17][CH2:18][N:13]([CH2:14][CH2:15]4)[CH:12]=3)=[CH:7][C:6]=2[CH:5]=[CH:4][CH:3]=1.[NH3:19], predict the reaction product. The product is: [N:13]12[CH2:18][CH2:17][CH:16]([CH2:15][CH2:14]1)[C:11]([C:8]1[O:9][C:10]3[C:2]([NH2:19])=[CH:3][CH:4]=[CH:5][C:6]=3[CH:7]=1)=[CH:12]2. (5) Given the reactants [N:1]1[CH:6]=[CH:5][C:4]([C:7]2[CH:15]=[CH:14][C:10]([C:11]([OH:13])=[O:12])=[CH:9][CH:8]=2)=[CH:3][CH:2]=1.OS(O)(=O)=O.[OH-].[Na+].[CH3:23]O, predict the reaction product. The product is: [N:1]1[CH:6]=[CH:5][C:4]([C:7]2[CH:15]=[CH:14][C:10]([C:11]([O:13][CH3:23])=[O:12])=[CH:9][CH:8]=2)=[CH:3][CH:2]=1. (6) Given the reactants [CH2:1]([O:8][C:9]([N:11]1[C@H:15]([C:16](=[O:29])[NH:17][C:18]2[CH:23]=[CH:22][CH:21]=[C:20]([O:24][C:25]([F:28])([F:27])[F:26])[CH:19]=2)[CH2:14][CH2:13][C@@H:12]1[CH2:30][N:31]=[N+]=[N-])=[O:10])[C:2]1[CH:7]=[CH:6][CH:5]=[CH:4][CH:3]=1.C1(P(C2C=CC=CC=2)C2C=CC=CC=2)C=CC=CC=1, predict the reaction product. The product is: [CH2:1]([O:8][C:9]([N:11]1[C@H:15]([C:16](=[O:29])[NH:17][C:18]2[CH:23]=[CH:22][CH:21]=[C:20]([O:24][C:25]([F:26])([F:27])[F:28])[CH:19]=2)[CH2:14][CH2:13][C@@H:12]1[CH2:30][NH2:31])=[O:10])[C:2]1[CH:7]=[CH:6][CH:5]=[CH:4][CH:3]=1. (7) Given the reactants [C:1]1(=[O:14])[NH:13][CH2:12][CH2:11][CH2:10][CH2:9][CH2:8][CH2:7][CH2:6][CH2:5][CH2:4][CH2:3][CH2:2]1.C1(C)C=CC=CC=1.[OH-].[Na+], predict the reaction product. The product is: [C:1]1(=[O:14])[NH:13][CH2:12][CH2:11][CH2:10][CH2:9][CH2:8][CH2:7][CH2:6][CH2:5][CH2:4][CH2:3][CH2:2]1. (8) Given the reactants [CH2:1]([O:8][C:9]1[CH:10]=[C:11]([C:15]([CH3:19])([CH3:18])[CH:16]=O)[CH:12]=[CH:13][CH:14]=1)[C:2]1[CH:7]=[CH:6][CH:5]=[CH:4][CH:3]=1.[N:20]1C=CC=[CH:22][CH:21]=1.C([O-])(=O)C.[NH4+].C(CC(O)=O)#N, predict the reaction product. The product is: [CH2:1]([O:8][C:9]1[CH:10]=[C:11]([C:15]([CH3:19])([CH3:18])/[CH:16]=[CH:22]/[C:21]#[N:20])[CH:12]=[CH:13][CH:14]=1)[C:2]1[CH:7]=[CH:6][CH:5]=[CH:4][CH:3]=1. (9) Given the reactants [CH3:1][O:2][CH2:3]/[CH:4]=[CH:5]/[CH2:6][C:7]1[C:8]([CH3:26])=[CH:9][C:10]([N+:23]([O-])=O)=[C:11]([CH:22]=1)[NH:12][CH2:13][CH2:14][CH2:15][C:16]1[CH:21]=[CH:20][CH:19]=[CH:18][CH:17]=1.[H][H], predict the reaction product. The product is: [CH3:1][O:2][CH2:3][CH2:4][CH2:5][CH2:6][C:7]1[CH:22]=[C:11]([NH:12][CH2:13][CH2:14][CH2:15][C:16]2[CH:17]=[CH:18][CH:19]=[CH:20][CH:21]=2)[C:10]([NH2:23])=[CH:9][C:8]=1[CH3:26].